This data is from HIV replication inhibition screening data with 41,000+ compounds from the AIDS Antiviral Screen. The task is: Binary Classification. Given a drug SMILES string, predict its activity (active/inactive) in a high-throughput screening assay against a specified biological target. The compound is CC(C)(C)C1COP(=S)(c2ccccc2)OC1. The result is 0 (inactive).